From a dataset of Reaction yield outcomes from USPTO patents with 853,638 reactions. Predict the reaction yield, written as a fraction of the theoretical maximum amount of product (1.0 means a 100% yield; for example, 0.34 means a 34% yield). (1) The reactants are [Br:1][C:2]1[C:10]([C:11]2[CH:12]=[CH:13][C:14]([NH2:17])=[N:15][CH:16]=2)=[CH:9][C:5]2[O:6][CH2:7][CH2:8][C:4]=2[CH:3]=1.[F:18][C:19]1[CH:27]=[CH:26][CH:25]=[C:24]([F:28])[C:20]=1[C:21](Cl)=[O:22].CCN(C(C)C)C(C)C.C([O-])(O)=O.[Na+].C(Cl)Cl. The catalyst is C(Cl)Cl. The product is [F:18][C:19]1[CH:27]=[CH:26][CH:25]=[C:24]([F:28])[C:20]=1[C:21]([NH:17][C:14]1[CH:13]=[CH:12][C:11]([C:10]2[C:2]([Br:1])=[CH:3][C:4]3[CH2:8][CH2:7][O:6][C:5]=3[CH:9]=2)=[CH:16][N:15]=1)=[O:22]. The yield is 0.816. (2) The reactants are Cl.[NH2:2][CH2:3][C:4]1[CH:5]=[C:6]2[C:10](=[CH:11][CH:12]=1)[C:9](=[O:13])[N:8]([CH:14]1[CH2:19][CH2:18][C:17](=[O:20])[NH:16][C:15]1=[O:21])[CH2:7]2.[F:22][C:23]1[CH:31]=[CH:30][C:26]([C:27](Cl)=[O:28])=[CH:25][CH:24]=1.C(N(CC)CC)C.O. The catalyst is CN(C)C=O. The product is [O:21]=[C:15]1[CH:14]([N:8]2[CH2:7][C:6]3[C:10](=[CH:11][CH:12]=[C:4]([CH2:3][NH:2][C:27](=[O:28])[C:26]4[CH:30]=[CH:31][C:23]([F:22])=[CH:24][CH:25]=4)[CH:5]=3)[C:9]2=[O:13])[CH2:19][CH2:18][C:17](=[O:20])[NH:16]1. The yield is 0.530. (3) The reactants are C(OC([N:8]1[CH2:12][CH2:11][CH2:10][CH:9]1[C:13]1[NH:14][C:15]([C:18]2[CH:23]=[CH:22][C:21]([C:24]3[CH:33]=[CH:32][C:31]4[C:26](=[CH:27][CH:28]=[C:29]([C:34]5[NH:35][C:36]([CH:39]6[CH2:43][CH2:42][CH2:41][N:40]6[C:44](=[O:54])[CH:45]([NH:49][C:50]([O:52][CH3:53])=[O:51])[CH:46]([CH3:48])[CH3:47])=[N:37][CH:38]=5)[CH:30]=4)[CH:25]=3)=[CH:20][CH:19]=2)=[CH:16][N:17]=1)=O)(C)(C)C.[ClH:55]. The catalyst is CO.CCOCC. The product is [ClH:55].[ClH:55].[ClH:55].[CH3:53][O:52][C:50](=[O:51])[NH:49][CH:45]([C:44]([N:40]1[CH2:41][CH2:42][CH2:43][CH:39]1[C:36]1[NH:35][C:34]([C:29]2[CH:28]=[CH:27][C:26]3[C:31](=[CH:32][CH:33]=[C:24]([C:21]4[CH:22]=[CH:23][C:18]([C:15]5[NH:14][C:13]([CH:9]6[CH2:10][CH2:11][CH2:12][NH:8]6)=[N:17][CH:16]=5)=[CH:19][CH:20]=4)[CH:25]=3)[CH:30]=2)=[CH:38][N:37]=1)=[O:54])[CH:46]([CH3:48])[CH3:47]. The yield is 0.870. (4) The reactants are [CH3:1][O:2][C:3]1[CH:8]=[CH:7][CH:6]=[CH:5][C:4]=1[C:9]1[N:18]=[C:12]2[CH:13]=[C:14]([NH2:17])[CH:15]=[CH:16][N:11]2[N:10]=1.[CH2:19]([O:21][C:22]([C:24]1[CH:25]=[N:26][N:27]([CH3:32])[C:28]=1[C:29](O)=[O:30])=[O:23])[CH3:20]. No catalyst specified. The product is [CH2:19]([O:21][C:22]([C:24]1[CH:25]=[N:26][N:27]([CH3:32])[C:28]=1[C:29](=[O:30])[NH:17][C:14]1[CH:15]=[CH:16][N:11]2[N:10]=[C:9]([C:4]3[CH:5]=[CH:6][CH:7]=[CH:8][C:3]=3[O:2][CH3:1])[N:18]=[C:12]2[CH:13]=1)=[O:23])[CH3:20]. The yield is 0.642. (5) The reactants are [F:1][C:2]([F:20])([F:19])[C:3]1[CH:4]=[C:5]([C:9]2[CH:17]=[CH:16][CH:15]=[C:14]3[C:10]=2[CH2:11][C:12](=[O:18])[NH:13]3)[CH:6]=[CH:7][CH:8]=1.[CH3:21][C@H:22]1[NH:27][C@@H:26]([CH3:28])[CH2:25][N:24]([C:29]([C:31]2[C:32]([CH3:38])=[C:33]([CH:36]=O)[NH:34][CH:35]=2)=[O:30])[CH2:23]1. The catalyst is C(O)C.N1CCCCC1. The product is [CH3:28][C@H:26]1[NH:27][C@@H:22]([CH3:21])[CH2:23][N:24]([C:29]([C:31]2[C:32]([CH3:38])=[C:33]([CH:36]=[C:11]3[C:10]4[C:14](=[CH:15][CH:16]=[CH:17][C:9]=4[C:5]4[CH:6]=[CH:7][CH:8]=[C:3]([C:2]([F:1])([F:19])[F:20])[CH:4]=4)[NH:13][C:12]3=[O:18])[NH:34][CH:35]=2)=[O:30])[CH2:25]1. The yield is 0.270.